From a dataset of CYP3A4 inhibition data for predicting drug metabolism from PubChem BioAssay. Regression/Classification. Given a drug SMILES string, predict its absorption, distribution, metabolism, or excretion properties. Task type varies by dataset: regression for continuous measurements (e.g., permeability, clearance, half-life) or binary classification for categorical outcomes (e.g., BBB penetration, CYP inhibition). Dataset: cyp3a4_veith. The drug is Cc1ccc(NC(CNS(=O)(=O)c2ccc(Cl)cc2)c2ccccc2)cc1. The result is 1 (inhibitor).